From a dataset of Forward reaction prediction with 1.9M reactions from USPTO patents (1976-2016). Predict the product of the given reaction. (1) Given the reactants Cl.C(N=C=NCCCN(C)C)C.[CH2:13]([N:15]([CH2:18][CH3:19])[CH2:16][CH3:17])[CH3:14].[CH:20]([C:22]1[NH:26][C:25]([CH3:27])=[C:24]([C:28]([OH:30])=O)[C:23]=1[CH3:31])=[O:21].O[N:33]1[C:37]2C=CC=C[C:36]=2[N:35]=N1.[OH2:42], predict the reaction product. The product is: [CH2:13]([N:15]([CH2:18][CH3:19])[CH2:16][CH2:17][NH:35][C:36](=[O:42])[CH2:37][NH:33][C:28]([C:24]1[C:23]([CH3:31])=[C:22]([CH:20]=[O:21])[NH:26][C:25]=1[CH3:27])=[O:30])[CH3:14]. (2) Given the reactants [CH2:1]([O:3][C:4]([C:6]1[C:10]([Br:11])=[C:9]([C:12]2[CH:17]=[CH:16][C:15]([F:18])=[CH:14][CH:13]=2)[N:8]([C:19]2[CH:24]=[CH:23][CH:22]=[CH:21][CH:20]=2)[C:7]=1[CH2:25][Br:26])=[O:5])[CH3:2].C(OC(C1C=C(C2C=CC([F:43])=CC=2)N(C2C=CC(F)=CC=2)C=1C)=O)C, predict the reaction product. The product is: [CH2:1]([O:3][C:4]([C:6]1[C:10]([Br:11])=[C:9]([C:12]2[CH:17]=[CH:16][C:15]([F:18])=[CH:14][CH:13]=2)[N:8]([C:19]2[CH:24]=[CH:23][C:22]([F:43])=[CH:21][CH:20]=2)[C:7]=1[CH2:25][Br:26])=[O:5])[CH3:2]. (3) Given the reactants [CH2:1]([C:8]1([C:29]([O:31][CH2:32][CH3:33])=[O:30])[CH2:13][CH2:12][N:11]([C:14]2[CH2:28][C:17]3([CH2:20][N:19](C(OC(C)(C)C)=O)[CH2:18]3)[O:16][N:15]=2)[CH2:10][CH2:9]1)[C:2]1[CH:7]=[CH:6][CH:5]=[CH:4][CH:3]=1.[CH2:34]([O:36][C:37]1[CH:42]=[C:41]([CH:43]=O)[CH:40]=[C:39]([O:45][CH2:46][CH3:47])[C:38]=1[C:48]1[CH:53]=[CH:52][C:51]([F:54])=[CH:50][CH:49]=1)[CH3:35], predict the reaction product. The product is: [CH2:1]([C:8]1([C:29]([O:31][CH2:32][CH3:33])=[O:30])[CH2:9][CH2:10][N:11]([C:14]2[CH2:28][C:17]3([CH2:20][N:19]([CH2:43][C:41]4[CH:40]=[C:39]([O:45][CH2:46][CH3:47])[C:38]([C:48]5[CH:53]=[CH:52][C:51]([F:54])=[CH:50][CH:49]=5)=[C:37]([O:36][CH2:34][CH3:35])[CH:42]=4)[CH2:18]3)[O:16][N:15]=2)[CH2:12][CH2:13]1)[C:2]1[CH:7]=[CH:6][CH:5]=[CH:4][CH:3]=1. (4) Given the reactants C([O:4][C@@H:5]1[C@@H:29]([O:30]C(=O)C)[C@H:28]([O:34]C(=O)C)[C@@H:27]([CH2:38][O:39]C(=O)C)[O:26][C@H:6]1[O:7][C:8]1[CH:13]=[C:12]([CH2:14][O:15][CH3:16])[CH:11]=[CH:10][C:9]=1[CH2:17][C:18]1[CH:23]=[CH:22][C:21]([O:24][CH3:25])=[CH:20][CH:19]=1)(=O)C.C[O-].[Na+], predict the reaction product. The product is: [O:7]([C:8]1[CH:13]=[C:12]([CH2:14][O:15][CH3:16])[CH:11]=[CH:10][C:9]=1[CH2:17][C:18]1[CH:19]=[CH:20][C:21]([O:24][CH3:25])=[CH:22][CH:23]=1)[C@@H:6]1[O:26][C@H:27]([CH2:38][OH:39])[C@@H:28]([OH:34])[C@H:29]([OH:30])[C@H:5]1[OH:4].